Dataset: Forward reaction prediction with 1.9M reactions from USPTO patents (1976-2016). Task: Predict the product of the given reaction. (1) Given the reactants [N:1]1([C:12]([O:14][C:15]([CH3:18])([CH3:17])[CH3:16])=[O:13])[CH2:6][CH2:5][CH:4]([C:7]([O:9][CH2:10][CH3:11])=[O:8])[CH2:3][CH2:2]1.[Li+].C[Si]([N-][Si](C)(C)C)(C)C.O1CCCC1.[Br:34][C:35]1[N:39]([CH:40]([CH3:42])[CH3:41])[N:38]=[CH:37][C:36]=1[CH2:43]Br, predict the reaction product. The product is: [Br:34][C:35]1[N:39]([CH:40]([CH3:42])[CH3:41])[N:38]=[CH:37][C:36]=1[CH2:43][C:4]1([C:7]([O:9][CH2:10][CH3:11])=[O:8])[CH2:3][CH2:2][N:1]([C:12]([O:14][C:15]([CH3:17])([CH3:16])[CH3:18])=[O:13])[CH2:6][CH2:5]1. (2) Given the reactants [H-].[Na+].[O:3]1[C:7]2[CH:8]=[CH:9][C:10]([C:12]3[C:13]([O:30][CH2:31][CH2:32][OH:33])=[N:14][N:15]([CH3:29])[C:16]=3[NH:17][S:18](/[CH:21]=[CH:22]/C3C=CC=CC=3)(=[O:20])=[O:19])=[CH:11][C:6]=2[O:5][CH2:4]1.[Cl:34][C:35]1[CH:36]=[N:37][C:38](S(C)(=O)=O)=[N:39][CH:40]=1.[Cl-].[NH4+:46].[CH3:47][N:48]([CH3:51])C=O, predict the reaction product. The product is: [O:3]1[C:7]2[CH:8]=[CH:9][C:10]([C:12]3[C:13]([O:30][CH2:31][CH2:32][O:33][C:38]4[N:37]=[CH:36][C:35]([Cl:34])=[CH:40][N:39]=4)=[N:14][N:15]([CH3:29])[C:16]=3[NH:17][S:18]([C:21]3[N:46]=[CH:47][N:48]([CH3:51])[CH:22]=3)(=[O:20])=[O:19])=[CH:11][C:6]=2[O:5][CH2:4]1. (3) Given the reactants [F:1][C:2]1[C:11]2[CH:12]([NH:14][CH2:15][CH2:16][CH2:17][C@H:18]3[O:22][C:21](=[O:23])[N:20]([C:24]4[CH:25]=[CH:26][C:27]5[S:32][CH2:31][C:30](=[O:33])[NH:29][C:28]=5[CH:34]=4)[CH2:19]3)[CH2:13][N:9]3[C:10]=2[C:5]([CH:6]=[CH:7][C:8]3=[O:35])=[CH:4][CH:3]=1.[Si:36]([O:43][CH2:44][CH:45]=O)([C:39]([CH3:42])([CH3:41])[CH3:40])([CH3:38])[CH3:37], predict the reaction product. The product is: [C:39]([Si:36]([CH3:38])([CH3:37])[O:43][CH2:44][CH2:45][N:14]([CH2:15][CH2:16][CH2:17][C@H:18]1[O:22][C:21](=[O:23])[N:20]([C:24]2[CH:25]=[CH:26][C:27]3[S:32][CH2:31][C:30](=[O:33])[NH:29][C:28]=3[CH:34]=2)[CH2:19]1)[CH:12]1[C:11]2=[C:10]3[C:5](=[CH:4][CH:3]=[C:2]2[F:1])[CH:6]=[CH:7][C:8](=[O:35])[N:9]3[CH2:13]1)([CH3:42])([CH3:41])[CH3:40]. (4) The product is: [CH3:24][O:25][C:6](=[O:8])[C:5]1[CH:9]=[CH:10][C:2]([OH:1])=[C:3]([C:11]([O:13][CH3:19])=[O:12])[CH:4]=1. Given the reactants [OH:1][C:2]1[CH:10]=[CH:9][C:5]([C:6]([OH:8])=O)=[CH:4][C:3]=1[C:11]([OH:13])=[O:12].S(=O)(=O)(O)O.[C:19](=O)(O)[O-].[Na+].[CH3:24][OH:25], predict the reaction product. (5) Given the reactants CN(C)C=O.[Cl:6][CH:7]1[CH2:12][NH:11][CH:10]([OH:13])[CH:9]([NH:14][CH:15]2[CH2:20][CH2:19][N:18]([C:21]([O:23][C:24]([CH3:27])([CH3:26])[CH3:25])=[O:22])[CH2:17][CH2:16]2)[CH2:8]1.C(=O)([O-])[O-].[K+].[K+].Cl[CH2:35][C:36](Cl)=[O:37], predict the reaction product. The product is: [Cl:6][C:7]1[CH:12]=[N:11][C:10]2[O:13][CH2:35][C:36](=[O:37])[N:14]([CH:15]3[CH2:20][CH2:19][N:18]([C:21]([O:23][C:24]([CH3:27])([CH3:26])[CH3:25])=[O:22])[CH2:17][CH2:16]3)[C:9]=2[CH:8]=1.